Dataset: Reaction yield outcomes from USPTO patents with 853,638 reactions. Task: Predict the reaction yield, written as a fraction of the theoretical maximum amount of product (1.0 means a 100% yield; for example, 0.34 means a 34% yield). The reactants are [NH2:1][C:2]1[CH:3]=[C:4](B(O)O)[CH:5]=[CH:6][CH:7]=1.Br[C:12]1[CH:13]=[CH:14][C:15]([F:21])=[C:16]([N+:18]([O-:20])=[O:19])[CH:17]=1.C(=O)(O)[O-].[Na+]. The catalyst is C1(C)C=CC=CC=1.C1C=CC([P]([Pd]([P](C2C=CC=CC=2)(C2C=CC=CC=2)C2C=CC=CC=2)([P](C2C=CC=CC=2)(C2C=CC=CC=2)C2C=CC=CC=2)[P](C2C=CC=CC=2)(C2C=CC=CC=2)C2C=CC=CC=2)(C2C=CC=CC=2)C2C=CC=CC=2)=CC=1. The product is [F:21][C:15]1[CH:14]=[CH:13][C:12]([C:4]2[CH:5]=[CH:6][CH:7]=[C:2]([NH2:1])[CH:3]=2)=[CH:17][C:16]=1[N+:18]([O-:20])=[O:19]. The yield is 0.920.